This data is from Catalyst prediction with 721,799 reactions and 888 catalyst types from USPTO. The task is: Predict which catalyst facilitates the given reaction. (1) Reactant: C([O:8][CH2:9][C:10]1[NH:11][C:12]([C:19]2[C:20]([CH3:30])=[CH:21][C:22]([CH3:29])=[C:23]([CH:28]=2)[C:24]([O:26][CH3:27])=[O:25])=[C:13]([C:15]([F:18])([F:17])[F:16])[N:14]=1)C1C=CC=CC=1.Cl.[H][H]. Product: [OH:8][CH2:9][C:10]1[NH:11][C:12]([C:19]2[C:20]([CH3:30])=[CH:21][C:22]([CH3:29])=[C:23]([CH:28]=2)[C:24]([O:26][CH3:27])=[O:25])=[C:13]([C:15]([F:16])([F:18])[F:17])[N:14]=1. The catalyst class is: 19. (2) The catalyst class is: 6. Product: [CH3:2][O:3][C:4](=[O:14])[C@H:5]([CH2:7][C:8]1[CH:13]=[CH:12][CH:11]=[CH:10][CH:9]=1)[NH2:6]. Reactant: Cl.[CH3:2][O:3][C:4](=[O:14])[C@H:5]([CH2:7][C:8]1[CH:13]=[CH:12][CH:11]=[CH:10][CH:9]=1)[NH2:6].C(=O)([O-])[O-].[Na+].[Na+].ClCCl. (3) Reactant: C[O:2][C:3]1[CH:12]=[CH:11][C:10]2[NH:9][C:8](=[O:13])[C:7]3[S:14][CH:15]=[CH:16][C:6]=3[C:5]=2[C:4]=1[C:17]1[CH:22]=[CH:21][C:20]([CH:23]([CH2:26][CH3:27])[C:24]#[N:25])=[CH:19][CH:18]=1.B(Br)(Br)Br. Product: [OH:2][C:3]1[CH:12]=[CH:11][C:10]2[NH:9][C:8](=[O:13])[C:7]3[S:14][CH:15]=[CH:16][C:6]=3[C:5]=2[C:4]=1[C:17]1[CH:22]=[CH:21][C:20]([CH:23]([CH2:26][CH3:27])[C:24]#[N:25])=[CH:19][CH:18]=1. The catalyst class is: 2. (4) Reactant: [H-].[Al+3].[Li+].[H-].[H-].[H-].C1COCC1.[Cl-].[Cl-].[Cl-].[Al+3].[CH2:16]([C:18]12[CH2:33][CH2:32][C:31](=O)[C:30]([CH3:35])=[C:29]1[C:28]1[CH:27]=[CH:26][C:25]3[NH:24][N:23]=[CH:22][C:21]=3[C:20]=1[CH2:19]2)[CH3:17]. Product: [CH2:16]([C:18]12[CH2:33][CH2:32][CH2:31][C:30]([CH3:35])=[C:29]1[C:28]1[CH:27]=[CH:26][C:25]3[NH:24][N:23]=[CH:22][C:21]=3[C:20]=1[CH2:19]2)[CH3:17]. The catalyst class is: 27. (5) Reactant: [CH3:1][C:2]1[CH:7]=[C:6]([CH3:8])[CH:5]=[CH:4][C:3]=1[CH2:9][N:10]1[C:15](=[O:16])[C:14]([C:17]([NH:19][CH2:20][C:21]([O:23]CC)=[O:22])=[O:18])=[C:13]([OH:26])[C:12]([C:27]([O:29]C)=O)=[C:11]1[OH:31].[CH2:32]([NH2:36])[CH2:33][CH2:34][CH3:35]. Product: [CH2:32]([NH:36][C:27]([C:12]1[C:13]([OH:26])=[C:14]([C:17]([NH:19][CH2:20][C:21]([OH:23])=[O:22])=[O:18])[C:15](=[O:16])[N:10]([CH2:9][C:3]2[CH:4]=[CH:5][C:6]([CH3:8])=[CH:7][C:2]=2[CH3:1])[C:11]=1[OH:31])=[O:29])[CH2:33][CH2:34][CH3:35]. The catalyst class is: 22. (6) Reactant: CO[C:3]([C:5]1[S:6][C:7]([C:13]2[CH:18]=[CH:17][C:16]([Cl:19])=[CH:15][CH:14]=2)=[CH:8][C:9]=1[CH2:10][CH2:11][OH:12])=O.O.C1(C)C=CC(S(O)(=O)=[O:28])=CC=1. Product: [Cl:19][C:16]1[CH:17]=[CH:18][C:13]([C:7]2[S:6](=[O:28])[C:5]3[CH2:3][O:12][CH2:11][CH2:10][C:9]=3[CH:8]=2)=[CH:14][CH:15]=1. The catalyst class is: 133. (7) Reactant: [NH2:1][C:2]1[C:11]2[C:6](=[CH:7][C:8]([Cl:13])=[CH:9][C:10]=2[Cl:12])[N:5]=[C:4]([C:14]([O:16][CH2:17][CH3:18])=[O:15])[CH:3]=1.[C:19]1([N:25]([C:29]2[CH:34]=[CH:33][CH:32]=[CH:31][CH:30]=2)[C:26](Cl)=[O:27])[CH:24]=[CH:23][CH:22]=[CH:21][CH:20]=1.[H-].[Na+]. Product: [Cl:12][C:10]1[CH:9]=[C:8]([Cl:13])[CH:7]=[C:6]2[C:11]=1[C:2]([NH:1][C:26]([N:25]([C:19]1[CH:24]=[CH:23][CH:22]=[CH:21][CH:20]=1)[C:29]1[CH:34]=[CH:33][CH:32]=[CH:31][CH:30]=1)=[O:27])=[CH:3][C:4]([C:14]([O:16][CH2:17][CH3:18])=[O:15])=[N:5]2. The catalyst class is: 9.